Dataset: Full USPTO retrosynthesis dataset with 1.9M reactions from patents (1976-2016). Task: Predict the reactants needed to synthesize the given product. Given the product [CH:34]([O:37][C:38]([C@H:40]1[CH2:44][C@@H:43]([C:45](=[O:47])[CH3:46])[C@@H:42]([C:48]2[CH:53]=[CH:52][C:51]([O:54][CH3:55])=[C:50]([O:56][CH2:57][CH2:58][CH2:59][O:60][CH3:61])[CH:49]=2)[NH:41]1)=[O:39])([CH3:35])[CH3:36], predict the reactants needed to synthesize it. The reactants are: C1C=CC(P(C2C=CC3C(=CC=CC=3)C=2C2C3C(=CC=CC=3)C=CN=2)C2C=CC=CC=2)=CC=1.[CH:34]([O:37][C:38]([C@@H:40]1[CH2:44][C@H:43]([C:45](=[O:47])[CH3:46])[C@H:42]([C:48]2[CH:53]=[CH:52][C:51]([O:54][CH3:55])=[C:50]([O:56][CH2:57][CH2:58][CH2:59][O:60][CH3:61])[CH:49]=2)[NH:41]1)=[O:39])([CH3:36])[CH3:35].